From a dataset of Forward reaction prediction with 1.9M reactions from USPTO patents (1976-2016). Predict the product of the given reaction. (1) Given the reactants Br[C:2]1[N:7]=[C:6]([CH2:8][N:9]2[CH2:14][CH2:13][O:12][CH2:11][CH2:10]2)[CH:5]=[CH:4][CH:3]=1.[NH2:15][C:16]1[S:17][C:18]([C:24]#[C:25][Si:26]([C:29]([CH3:32])([CH3:31])[CH3:30])([CH3:28])[CH3:27])=[CH:19][C:20]=1[C:21]([NH2:23])=[O:22].CC(C1C=C(C(C)C)C(C2C=CC=CC=2P(C2CCCCC2)C2CCCCC2)=C(C(C)C)C=1)C.C([O-])([O-])=O.[K+].[K+], predict the reaction product. The product is: [Si:26]([C:25]#[C:24][C:18]1[S:17][C:16]([NH:15][C:2]2[CH:3]=[CH:4][CH:5]=[C:6]([CH2:8][N:9]3[CH2:14][CH2:13][O:12][CH2:11][CH2:10]3)[N:7]=2)=[C:20]([C:21]([NH2:23])=[O:22])[CH:19]=1)([C:29]([CH3:31])([CH3:32])[CH3:30])([CH3:28])[CH3:27]. (2) Given the reactants Br[C:2](Br)=[CH:3][C:4]1[CH:10]=[C:9]([O:11][CH:12]([F:14])[F:13])[CH:8]=[CH:7][C:5]=1[NH2:6].[C:16]1(B(O)O)[CH:21]=[CH:20][CH:19]=[CH:18][CH:17]=1.O.P([O-])([O-])([O-])=O.[K+].[K+].[K+].C1(C)C=CC=CC=1, predict the reaction product. The product is: [F:13][CH:12]([F:14])[O:11][C:9]1[CH:10]=[C:4]2[C:5](=[CH:7][CH:8]=1)[NH:6][C:2]([C:16]1[CH:21]=[CH:20][CH:19]=[CH:18][CH:17]=1)=[CH:3]2. (3) Given the reactants [NH2:1][C@@H:2]1[CH2:7][CH2:6][CH2:5][N:4](C(OC(C)(C)C)=O)[CH2:3]1.[CH3:15][S:16][C:17]1[CH:25]=[C:24]2[C:20]([CH:21]=[C:22]([C:26](O)=[O:27])[NH:23]2)=[CH:19][CH:18]=1.N, predict the reaction product. The product is: [CH3:15][S:16][C:17]1[CH:25]=[C:24]2[C:20]([CH:21]=[C:22]([C:26]([NH:1][C@@H:2]3[CH2:7][CH2:6][CH2:5][NH:4][CH2:3]3)=[O:27])[NH:23]2)=[CH:19][CH:18]=1. (4) The product is: [Cl:1][C:2]1[CH:8]=[C:7]([O:9][C:10]2[C:11]3[N:18]([CH2:19][CH2:20][O:21][CH3:22])[CH:17]=[CH:16][C:12]=3[N:13]=[CH:14][N:15]=2)[CH:6]=[CH:5][C:3]=1[NH:4][C:39]([NH:38][C:34]1[CH:35]=[CH:36][CH:37]=[C:32]([C:31]([F:30])([F:41])[F:42])[CH:33]=1)=[O:40]. Given the reactants [Cl:1][C:2]1[CH:8]=[C:7]([O:9][C:10]2[C:11]3[N:18]([CH2:19][CH2:20][O:21][CH3:22])[CH:17]=[CH:16][C:12]=3[N:13]=[CH:14][N:15]=2)[CH:6]=[CH:5][C:3]=1[NH2:4].C(N(CC)CC)C.[F:30][C:31]([F:42])([F:41])[C:32]1[CH:33]=[C:34]([N:38]=[C:39]=[O:40])[CH:35]=[CH:36][CH:37]=1, predict the reaction product. (5) Given the reactants [C:1]([NH:5][S:6]([C:9]1[S:10][C:11]([C:14]2[N:19]=[C:18]([CH:20]3[CH2:22][CH2:21]3)[CH:17]=[C:16]([OH:23])[N:15]=2)=[CH:12][CH:13]=1)(=[O:8])=[O:7])([CH3:4])([CH3:3])[CH3:2].[F:24][C:25]([F:38])([F:37])[S:26](O[S:26]([C:25]([F:38])([F:37])[F:24])(=[O:28])=[O:27])(=[O:28])=[O:27], predict the reaction product. The product is: [F:24][C:25]([F:38])([F:37])[S:26]([O:23][C:16]1[CH:17]=[C:18]([CH:20]2[CH2:22][CH2:21]2)[N:19]=[C:14]([C:11]2[S:10][C:9]([S:6](=[O:7])(=[O:8])[NH:5][C:1]([CH3:4])([CH3:2])[CH3:3])=[CH:13][CH:12]=2)[N:15]=1)(=[O:28])=[O:27]. (6) Given the reactants [CH3:1][C:2]1[N+:3]([O-])=[C:4]([C:13]2[CH:18]=[CH:17][CH:16]=[CH:15][CH:14]=2)[O:5][C:6]=1[C:7]1[CH:12]=[CH:11][CH:10]=[CH:9][CH:8]=1.P(Cl)(Cl)([Cl:22])=O.[NH4+].[OH-], predict the reaction product. The product is: [Cl:22][CH2:1][C:2]1[N:3]=[C:4]([C:13]2[CH:18]=[CH:17][CH:16]=[CH:15][CH:14]=2)[O:5][C:6]=1[C:7]1[CH:12]=[CH:11][CH:10]=[CH:9][CH:8]=1. (7) The product is: [F:17][C:15]1[CH:14]=[C:4]([NH:5][C:6]2[CH:11]=[CH:10][C:9]([I:12])=[CH:8][C:7]=2[F:13])[C:3]([N+:18]([O-:20])=[O:19])=[C:2]([CH:16]=1)[O:35][C:31]1[CH:30]=[C:29]([NH:28][C:21](=[O:22])[O:23][C:24]([CH3:26])([CH3:25])[CH3:27])[CH:34]=[CH:33][CH:32]=1. Given the reactants F[C:2]1[C:3]([N+:18]([O-:20])=[O:19])=[C:4]([CH:14]=[C:15]([F:17])[CH:16]=1)[NH:5][C:6]1[CH:11]=[CH:10][C:9]([I:12])=[CH:8][C:7]=1[F:13].[C:21]([NH:28][C:29]1[CH:30]=[C:31]([OH:35])[CH:32]=[CH:33][CH:34]=1)([O:23][C:24]([CH3:27])([CH3:26])[CH3:25])=[O:22].C(=O)([O-])[O-].[Cs+].[Cs+], predict the reaction product. (8) Given the reactants [F:1][C:2]([C:5]1[CH:6]=[C:7]([CH:22]=[CH:23][CH:24]=1)[CH2:8][CH:9]1[CH:13]([C:14]2[CH:19]=[CH:18][C:17]([F:20])=[CH:16][CH:15]=2)[O:12]C(=O)[NH:10]1)([F:4])[CH3:3].[OH-].[Na+], predict the reaction product. The product is: [NH2:10][CH:9]([CH2:8][C:7]1[CH:22]=[CH:23][CH:24]=[C:5]([C:2]([F:4])([F:1])[CH3:3])[CH:6]=1)[CH:13]([C:14]1[CH:19]=[CH:18][C:17]([F:20])=[CH:16][CH:15]=1)[OH:12]. (9) Given the reactants [CH:1]([Si:4]([CH:10]([CH3:12])[CH3:11])([CH:7]([CH3:9])[CH3:8])OC)([CH3:3])[CH3:2].[ClH:13], predict the reaction product. The product is: [CH:1]([Si:4]([CH:10]([CH3:12])[CH3:11])([CH:7]([CH3:9])[CH3:8])[Cl:13])([CH3:3])[CH3:2]. (10) The product is: [CH3:1][S:2][C:3]1[CH:10]=[CH:9][C:6]([CH:7]=[CH:12][C:13]([OH:15])=[O:14])=[CH:5][CH:4]=1. Given the reactants [CH3:1][S:2][C:3]1[CH:10]=[CH:9][C:6]([CH:7]=O)=[CH:5][CH:4]=1.C(O)(=O)[CH2:12][C:13]([OH:15])=[O:14].C(=O)=O.Cl, predict the reaction product.